From a dataset of Full USPTO retrosynthesis dataset with 1.9M reactions from patents (1976-2016). Predict the reactants needed to synthesize the given product. Given the product [C:8]([C:10]1[CH:15]=[CH:14][CH:13]=[CH:12][C:11]=1[S:16]([N:29]1[CH2:30][CH2:31][CH2:32][CH2:33][CH:28]1[CH2:27][NH:26][C:24]([C@@H:23]([NH:34][C:35]([C:37]1[S:38][C:39]2[CH:45]=[CH:44][CH:43]=[CH:42][C:40]=2[CH:41]=1)=[O:36])[CH2:22][CH:21]([CH3:20])[CH3:46])=[O:25])(=[O:18])=[O:17])#[N:9], predict the reactants needed to synthesize it. The reactants are: C(N(CC)CC)C.[C:8]([C:10]1[CH:15]=[CH:14][CH:13]=[CH:12][C:11]=1[S:16](Cl)(=[O:18])=[O:17])#[N:9].[CH3:20][CH:21]([CH3:46])[CH2:22][C@H:23]([NH:34][C:35]([C:37]1[S:38][C:39]2[CH:45]=[CH:44][CH:43]=[CH:42][C:40]=2[CH:41]=1)=[O:36])[C:24]([NH:26][CH2:27][CH:28]1[CH2:33][CH2:32][CH2:31][CH2:30][NH:29]1)=[O:25].